This data is from Catalyst prediction with 721,799 reactions and 888 catalyst types from USPTO. The task is: Predict which catalyst facilitates the given reaction. Reactant: ClC(Cl)(O[C:5](=[O:11])OC(Cl)(Cl)Cl)Cl.[F:13][C:14]1[CH:19]=[CH:18][C:17]([C@@H:20]2[NH:25][CH2:24][CH2:23][NH:22][C:21]2=[O:26])=[C:16]([CH3:27])[CH:15]=1.C[CH2:29][N:30](C(C)C)C(C)C.Cl.CN[CH2:40][C:41]1[CH:46]=[C:45]([CH3:47])[CH:44]=[C:43]([CH3:48])[CH:42]=1.[Cl-].[NH4+]. Product: [CH3:47][C:45]1[CH:46]=[C:41]([CH:42]=[C:43]([CH3:48])[CH:44]=1)[CH2:40][CH2:29][NH:30][C:5]([N:25]1[CH2:24][CH2:23][NH:22][C:21](=[O:26])[C@@H:20]1[C:17]1[CH:18]=[CH:19][C:14]([F:13])=[CH:15][C:16]=1[CH3:27])=[O:11]. The catalyst class is: 2.